From a dataset of HIV replication inhibition screening data with 41,000+ compounds from the AIDS Antiviral Screen. Binary Classification. Given a drug SMILES string, predict its activity (active/inactive) in a high-throughput screening assay against a specified biological target. The compound is CCCCCCCCCCNC(=N)CSSCC(=N)NCCCCCCCCCC. The result is 0 (inactive).